This data is from NCI-60 drug combinations with 297,098 pairs across 59 cell lines. The task is: Regression. Given two drug SMILES strings and cell line genomic features, predict the synergy score measuring deviation from expected non-interaction effect. (1) Drug 2: CC1CCCC2(C(O2)CC(NC(=O)CC(C(C(=O)C(C1O)C)(C)C)O)C(=CC3=CSC(=N3)C)C)C. Synergy scores: CSS=83.5, Synergy_ZIP=7.81, Synergy_Bliss=6.94, Synergy_Loewe=4.81, Synergy_HSA=8.29. Cell line: HT29. Drug 1: CCN(CC)CCCC(C)NC1=C2C=C(C=CC2=NC3=C1C=CC(=C3)Cl)OC. (2) Drug 1: CC1OCC2C(O1)C(C(C(O2)OC3C4COC(=O)C4C(C5=CC6=C(C=C35)OCO6)C7=CC(=C(C(=C7)OC)O)OC)O)O. Drug 2: CC1C(C(CC(O1)OC2CC(CC3=C2C(=C4C(=C3O)C(=O)C5=CC=CC=C5C4=O)O)(C(=O)C)O)N)O. Cell line: NCI/ADR-RES. Synergy scores: CSS=17.6, Synergy_ZIP=-6.86, Synergy_Bliss=-1.75, Synergy_Loewe=-7.97, Synergy_HSA=-1.76. (3) Drug 1: CC1C(C(=O)NC(C(=O)N2CCCC2C(=O)N(CC(=O)N(C(C(=O)O1)C(C)C)C)C)C(C)C)NC(=O)C3=C4C(=C(C=C3)C)OC5=C(C(=O)C(=C(C5=N4)C(=O)NC6C(OC(=O)C(N(C(=O)CN(C(=O)C7CCCN7C(=O)C(NC6=O)C(C)C)C)C)C(C)C)C)N)C. Drug 2: CC1C(C(CC(O1)OC2CC(CC3=C2C(=C4C(=C3O)C(=O)C5=C(C4=O)C(=CC=C5)OC)O)(C(=O)CO)O)N)O.Cl. Cell line: HCT116. Synergy scores: CSS=45.9, Synergy_ZIP=9.03, Synergy_Bliss=9.10, Synergy_Loewe=8.80, Synergy_HSA=8.72. (4) Drug 1: C1=C(C(=O)NC(=O)N1)N(CCCl)CCCl. Drug 2: C1=C(C(=O)NC(=O)N1)F. Cell line: NCI-H460. Synergy scores: CSS=61.9, Synergy_ZIP=-4.30, Synergy_Bliss=-7.44, Synergy_Loewe=-11.3, Synergy_HSA=-3.12. (5) Drug 2: C1=CN(C=N1)CC(O)(P(=O)(O)O)P(=O)(O)O. Cell line: MDA-MB-231. Drug 1: CN(C)N=NC1=C(NC=N1)C(=O)N. Synergy scores: CSS=-0.540, Synergy_ZIP=0.233, Synergy_Bliss=0.685, Synergy_Loewe=-4.11, Synergy_HSA=-2.27. (6) Drug 1: C1=CC(=CC=C1CCC2=CNC3=C2C(=O)NC(=N3)N)C(=O)NC(CCC(=O)O)C(=O)O. Drug 2: CC1OCC2C(O1)C(C(C(O2)OC3C4COC(=O)C4C(C5=CC6=C(C=C35)OCO6)C7=CC(=C(C(=C7)OC)O)OC)O)O. Cell line: U251. Synergy scores: CSS=63.5, Synergy_ZIP=-1.87, Synergy_Bliss=-2.52, Synergy_Loewe=2.30, Synergy_HSA=4.55. (7) Drug 1: CCCS(=O)(=O)NC1=C(C(=C(C=C1)F)C(=O)C2=CNC3=C2C=C(C=N3)C4=CC=C(C=C4)Cl)F. Drug 2: C1=NC2=C(N1)C(=S)N=C(N2)N. Cell line: HCC-2998. Synergy scores: CSS=3.14, Synergy_ZIP=4.74, Synergy_Bliss=1.14, Synergy_Loewe=-27.3, Synergy_HSA=-7.63.